The task is: Regression. Given two drug SMILES strings and cell line genomic features, predict the synergy score measuring deviation from expected non-interaction effect.. This data is from NCI-60 drug combinations with 297,098 pairs across 59 cell lines. (1) Drug 1: C1=C(C(=O)NC(=O)N1)N(CCCl)CCCl. Drug 2: C1CNP(=O)(OC1)N(CCCl)CCCl. Cell line: SN12C. Synergy scores: CSS=39.9, Synergy_ZIP=5.92, Synergy_Bliss=9.04, Synergy_Loewe=-12.0, Synergy_HSA=7.15. (2) Drug 1: C1CN1P(=S)(N2CC2)N3CC3. Drug 2: CC1C(C(CC(O1)OC2CC(OC(C2O)C)OC3=CC4=CC5=C(C(=O)C(C(C5)C(C(=O)C(C(C)O)O)OC)OC6CC(C(C(O6)C)O)OC7CC(C(C(O7)C)O)OC8CC(C(C(O8)C)O)(C)O)C(=C4C(=C3C)O)O)O)O. Cell line: MALME-3M. Synergy scores: CSS=26.5, Synergy_ZIP=-2.16, Synergy_Bliss=-1.59, Synergy_Loewe=-2.40, Synergy_HSA=-0.777. (3) Drug 1: C1C(C(OC1N2C=NC3=C(N=C(N=C32)Cl)N)CO)O. Drug 2: CCN(CC)CCCC(C)NC1=C2C=C(C=CC2=NC3=C1C=CC(=C3)Cl)OC. Cell line: HOP-62. Synergy scores: CSS=53.3, Synergy_ZIP=-10.1, Synergy_Bliss=-10.4, Synergy_Loewe=-20.8, Synergy_HSA=-6.29. (4) Drug 1: CC1=C2C(C(=O)C3(C(CC4C(C3C(C(C2(C)C)(CC1OC(=O)C(C(C5=CC=CC=C5)NC(=O)C6=CC=CC=C6)O)O)OC(=O)C7=CC=CC=C7)(CO4)OC(=O)C)O)C)OC(=O)C. Drug 2: C#CCC(CC1=CN=C2C(=N1)C(=NC(=N2)N)N)C3=CC=C(C=C3)C(=O)NC(CCC(=O)O)C(=O)O. Cell line: MALME-3M. Synergy scores: CSS=8.06, Synergy_ZIP=-4.26, Synergy_Bliss=-1.31, Synergy_Loewe=0.550, Synergy_HSA=0.582.